From a dataset of Forward reaction prediction with 1.9M reactions from USPTO patents (1976-2016). Predict the product of the given reaction. (1) Given the reactants Br[C:2]1[CH:7]=[C:6]([CH2:8][CH2:9][CH3:10])[C:5]([Br:11])=[CH:4][N:3]=1.C(=O)([O-])O.[Na+].[CH3:17][N:18](C)C=O, predict the reaction product. The product is: [Br:11][C:5]1[C:6]([CH2:8][CH2:9][CH3:10])=[CH:7][C:2]([C:17]#[N:18])=[N:3][CH:4]=1. (2) Given the reactants [C:1]([N:8]1[CH2:13][CH2:12][NH:11][CH2:10][CH2:9]1)([O:3][C:4]([CH3:7])([CH3:6])[CH3:5])=[O:2].[Cl:14][CH2:15][CH2:16][CH2:17][S:18](Cl)(=[O:20])=[O:19], predict the reaction product. The product is: [C:4]([O:3][C:1]([N:8]1[CH2:9][CH2:10][N:11]([S:18]([CH2:17][CH2:16][CH2:15][Cl:14])(=[O:20])=[O:19])[CH2:12][CH2:13]1)=[O:2])([CH3:7])([CH3:6])[CH3:5].